This data is from Reaction yield outcomes from USPTO patents with 853,638 reactions. The task is: Predict the reaction yield, written as a fraction of the theoretical maximum amount of product (1.0 means a 100% yield; for example, 0.34 means a 34% yield). (1) The reactants are [CH2:1]([O:8][CH2:9][CH:10]([O:12][C:13]1[C:14]([B:21]2[O:25][C:24]([CH3:27])(C)C(C)(C)[O:22]2)=[C:15]([CH:18]=[CH:19][CH:20]=1)C=O)[CH3:11])[C:2]1[CH:7]=[CH:6][CH:5]=[CH:4][CH:3]=1.[C-]#[N:31].[Na+].Cl. The product is [CH2:1]([O:8][CH2:9][CH:10]([O:12][C:13]1[C:14]2[B:21]([OH:22])[O:25][CH:24]([C:27]#[N:31])[C:15]=2[CH:18]=[CH:19][CH:20]=1)[CH3:11])[C:2]1[CH:3]=[CH:4][CH:5]=[CH:6][CH:7]=1. The catalyst is O.O1CCCC1. The yield is 0.880. (2) The product is [CH2:7]([O:14][C:15]1[CH:16]=[CH:17][C:18]([CH2:19][NH:21][C:22]2[CH:23]=[C:24]3[C:29](=[CH:30][CH:31]=2)[N:28]=[CH:27][CH:26]=[CH:25]3)=[CH:32][CH:33]=1)[C:8]1[CH:9]=[CH:10][CH:11]=[CH:12][CH:13]=1. The reactants are [H-].[Al+3].[Li+].[H-].[H-].[H-].[CH2:7]([O:14][C:15]1[CH:33]=[CH:32][C:18]([C:19]([NH:21][C:22]2[CH:23]=[C:24]3[C:29](=[CH:30][CH:31]=2)[N:28]=[CH:27][CH:26]=[CH:25]3)=O)=[CH:17][CH:16]=1)[C:8]1[CH:13]=[CH:12][CH:11]=[CH:10][CH:9]=1.N1C=CC=CC=1OCC1C=CC(CNC(C2C(N)=NC(N)=CN=2)=O)=CC=1.[Cl-].[NH4+]. The catalyst is O1CCCC1. The yield is 0.700. (3) The reactants are Br[C:2]1[CH:7]=[CH:6][N:5]=[C:4]([C:8]([N:10]2[CH2:16][CH2:15][CH2:14][N:13]([CH:17]3[CH2:20][CH2:19][CH2:18]3)[CH2:12][CH2:11]2)=[O:9])[CH:3]=1.[C:21]([O-:24])([O-])=O.[Cs+].[Cs+]. The catalyst is CC(N(C)C)=O.CCOCC. The product is [CH:17]1([N:13]2[CH2:14][CH2:15][CH2:16][N:10]([C:8]([C:4]3[CH:3]=[C:2]([O:24][C:21]4[CH:6]=[CH:7][CH:2]=[CH:3][CH:4]=4)[CH:7]=[CH:6][N:5]=3)=[O:9])[CH2:11][CH2:12]2)[CH2:20][CH2:19][CH2:18]1. The yield is 0.380. (4) The product is [Cl:1][C:2]1[CH:7]=[CH:6][CH:5]=[CH:4][C:3]=1[C:8]1[CH:13]=[C:12]([CH3:14])[C:11]([C:15]2[CH:16]=[CH:17][C:18]3[O:22][C:21]([C:23]4[CH:28]=[CH:27][C:26]([F:29])=[CH:25][CH:24]=4)=[C:20]([C:30]([NH:31][CH3:32])=[O:33])[C:19]=3[CH:34]=2)=[CH:10][C:9]=1[C:35](=[O:36])[NH:47][C:44]1([C:39]2[CH:40]=[CH:41][CH:42]=[CH:43][N:38]=2)[CH2:46][CH2:45]1. The reactants are [Cl:1][C:2]1[CH:7]=[CH:6][CH:5]=[CH:4][C:3]=1[C:8]1[C:9]([C:35](O)=[O:36])=[CH:10][C:11]([C:15]2[CH:16]=[CH:17][C:18]3[O:22][C:21]([C:23]4[CH:28]=[CH:27][C:26]([F:29])=[CH:25][CH:24]=4)=[C:20]([C:30](=[O:33])[NH:31][CH3:32])[C:19]=3[CH:34]=2)=[C:12]([CH3:14])[CH:13]=1.[N:38]1[CH:43]=[CH:42][CH:41]=[CH:40][C:39]=1[C:44]1([NH2:47])[CH2:46][CH2:45]1.CN(C(ON1N=NC2C=CC=NC1=2)=[N+](C)C)C.F[P-](F)(F)(F)(F)F. The yield is 0.920. The catalyst is CN(C=O)C.